From a dataset of NCI-60 drug combinations with 297,098 pairs across 59 cell lines. Regression. Given two drug SMILES strings and cell line genomic features, predict the synergy score measuring deviation from expected non-interaction effect. (1) Drug 1: COC1=C(C=C2C(=C1)N=CN=C2NC3=CC(=C(C=C3)F)Cl)OCCCN4CCOCC4. Drug 2: C1CCC(CC1)NC(=O)N(CCCl)N=O. Cell line: UO-31. Synergy scores: CSS=32.1, Synergy_ZIP=-2.22, Synergy_Bliss=-1.60, Synergy_Loewe=1.73, Synergy_HSA=2.29. (2) Drug 1: C1=CC(=CC=C1CCC2=CNC3=C2C(=O)NC(=N3)N)C(=O)NC(CCC(=O)O)C(=O)O. Drug 2: CC1C(C(CC(O1)OC2CC(CC3=C2C(=C4C(=C3O)C(=O)C5=CC=CC=C5C4=O)O)(C(=O)C)O)N)O. Cell line: NCIH23. Synergy scores: CSS=40.3, Synergy_ZIP=0.165, Synergy_Bliss=1.20, Synergy_Loewe=-4.32, Synergy_HSA=3.48. (3) Synergy scores: CSS=15.7, Synergy_ZIP=6.98, Synergy_Bliss=6.37, Synergy_Loewe=-3.96, Synergy_HSA=3.80. Drug 1: CC(C1=C(C=CC(=C1Cl)F)Cl)OC2=C(N=CC(=C2)C3=CN(N=C3)C4CCNCC4)N. Drug 2: CCC(=C(C1=CC=CC=C1)C2=CC=C(C=C2)OCCN(C)C)C3=CC=CC=C3.C(C(=O)O)C(CC(=O)O)(C(=O)O)O. Cell line: CCRF-CEM. (4) Drug 1: CN(C)N=NC1=C(NC=N1)C(=O)N. Drug 2: C1CN(P(=O)(OC1)NCCCl)CCCl. Cell line: M14. Synergy scores: CSS=-3.67, Synergy_ZIP=3.10, Synergy_Bliss=1.40, Synergy_Loewe=-2.26, Synergy_HSA=-2.88. (5) Drug 1: C(CCl)NC(=O)N(CCCl)N=O. Drug 2: CC1CCCC2(C(O2)CC(NC(=O)CC(C(C(=O)C(C1O)C)(C)C)O)C(=CC3=CSC(=N3)C)C)C. Cell line: NCI-H522. Synergy scores: CSS=49.7, Synergy_ZIP=-1.81, Synergy_Bliss=-3.25, Synergy_Loewe=-12.8, Synergy_HSA=-1.59.